This data is from Reaction yield outcomes from USPTO patents with 853,638 reactions. The task is: Predict the reaction yield, written as a fraction of the theoretical maximum amount of product (1.0 means a 100% yield; for example, 0.34 means a 34% yield). (1) The reactants are C1(P(C2CCCCC2)C2C=CC=CC=2C2C(OC)=CC=CC=2OC)CCCCC1.Cl[C:31]1[CH:40]=[CH:39][C:38]([C:41]2[CH:42]=[CH:43][C:44]3[O:48][C:47]([C:49]4[CH:54]=[CH:53][C:52]([F:55])=[CH:51][CH:50]=4)=[C:46]([C:56](=[O:59])[NH:57][CH3:58])[C:45]=3[CH:60]=2)=[CH:37][C:32]=1[C:33]([O:35][CH3:36])=[O:34].P([O-])([O-])([O-])=O.[K+].[K+].[K+].[Cl:69][C:70]1[CH:75]=[CH:74][CH:73]=[CH:72][C:71]=1B(O)O. The catalyst is C(#N)C.C([O-])(=O)C.[Pd+2].C([O-])(=O)C.O.O1CCOCC1. The product is [Cl:69][C:70]1[CH:75]=[CH:74][CH:73]=[CH:72][C:71]=1[C:31]1[C:32]([C:33]([O:35][CH3:36])=[O:34])=[CH:37][C:38]([C:41]2[CH:42]=[CH:43][C:44]3[O:48][C:47]([C:49]4[CH:50]=[CH:51][C:52]([F:55])=[CH:53][CH:54]=4)=[C:46]([C:56](=[O:59])[NH:57][CH3:58])[C:45]=3[CH:60]=2)=[CH:39][CH:40]=1. The yield is 0.800. (2) The catalyst is O1CCCC1.[Cl-].[NH4+].C(OCC)(=O)C. The product is [OH:39][C:38]1([CH2:22][C:21]#[N:23])[C:37]2[C:36]3[O:35][C:34]([CH3:40])=[N:33][C:32]=3[CH:31]=[CH:30][C:29]=2[CH2:28][CH:27]1[CH:24]([CH3:26])[CH3:25]. The yield is 0.800. The reactants are C[Si](C)(C)N[Si](C)(C)C.C([Li])CCC.CCCCCC.[C:21](#[N:23])[CH3:22].[CH:24]([CH:27]1[C:38](=[O:39])[C:37]2[C:36]3[O:35][C:34]([CH3:40])=[N:33][C:32]=3[CH:31]=[CH:30][C:29]=2[CH2:28]1)([CH3:26])[CH3:25].